From a dataset of Reaction yield outcomes from USPTO patents with 853,638 reactions. Predict the reaction yield, written as a fraction of the theoretical maximum amount of product (1.0 means a 100% yield; for example, 0.34 means a 34% yield). (1) The reactants are OO[S:3]([O-:5])=[O:4].[K+].[CH3:7][C:8]1([S:22]([C:25]2[CH:30]=[CH:29][CH:28]=[C:27]([C:31]([F:34])([F:33])[F:32])[CH:26]=2)(=[O:24])=[O:23])[CH2:13][CH2:12][O:11][CH:10]([C:14]2[CH:15]=[CH:16][C:17](SC)=[N:18][CH:19]=2)[CH2:9]1.[CH3:35]C#N. The catalyst is C1COCC1.O. The product is [CH3:35][S:3]([C:17]1[CH:16]=[CH:15][C:14]([CH:10]2[CH2:9][C:8]([CH3:7])([S:22]([C:25]3[CH:30]=[CH:29][CH:28]=[C:27]([C:31]([F:34])([F:32])[F:33])[CH:26]=3)(=[O:23])=[O:24])[CH2:13][CH2:12][O:11]2)=[CH:19][N:18]=1)(=[O:5])=[O:4]. The yield is 0.580. (2) The reactants are Cl.C(OC([NH:9][C:10]1([C:23](=[O:36])[NH:24][C@H:25]([C:29]2[CH:34]=[CH:33][C:32]([Cl:35])=[CH:31][CH:30]=2)[CH2:26][CH2:27][OH:28])[CH2:15][CH2:14][N:13](C(OC(C)(C)C)=O)[CH2:12][CH2:11]1)=O)(C)(C)C. The catalyst is O1CCOCC1.CO. The product is [NH2:9][C:10]1([C:23]([NH:24][C@H:25]([C:29]2[CH:34]=[CH:33][C:32]([Cl:35])=[CH:31][CH:30]=2)[CH2:26][CH2:27][OH:28])=[O:36])[CH2:15][CH2:14][NH:13][CH2:12][CH2:11]1. The yield is 1.08. (3) The reactants are [Cl:1][C:2]1[CH:7]=[CH:6][CH:5]=[C:4]([CH3:8])[N:3]=1.ClC1C=CC=C(C(OO)=[O:17])C=1.C(=O)([O-])O.[Na+].[OH-].[Na+]. The catalyst is O.CO.ClCCl. The product is [Cl:1][C:2]1[N:3]=[C:4]([CH2:8][OH:17])[CH:5]=[CH:6][CH:7]=1. The yield is 0.180. (4) The reactants are [CH3:1][O:2][C:3]1[C:7]2[C:8](=[O:25])[N:9]([CH2:16][C:17](=[O:24])[C:18]3[CH:23]=[CH:22][CH:21]=[CH:20][CH:19]=3)[C:10]3[CH:11]=[CH:12][CH:13]=[CH:14][C:15]=3[C:6]=2[N:5]([CH3:26])[C:4]=1[C:27]([NH:29][CH:30]1[CH2:35][CH2:34][NH:33][CH2:32][CH2:31]1)=[O:28].C(N(CC)CC)C.C1COCC1.[C:48]([O:51][CH2:52][C:53](Cl)=[O:54])(=[O:50])[CH3:49]. The catalyst is C(OCC)(=O)C. The product is [C:48]([O:51][CH2:52][C:53]([N:33]1[CH2:32][CH2:31][CH:30]([NH:29][C:27]([C:4]2[N:5]([CH3:26])[C:6]3[C:15]4[CH:14]=[CH:13][CH:12]=[CH:11][C:10]=4[N:9]([CH2:16][C:17](=[O:24])[C:18]4[CH:23]=[CH:22][CH:21]=[CH:20][CH:19]=4)[C:8](=[O:25])[C:7]=3[C:3]=2[O:2][CH3:1])=[O:28])[CH2:35][CH2:34]1)=[O:54])(=[O:50])[CH3:49]. The yield is 0.750. (5) The reactants are Cl.[NH2:2][C:3]1[C:12]2[N:13]=[C:14]([CH2:41][CH2:42][O:43][CH3:44])[N:15]([CH2:16][CH2:17][CH2:18][N:19]([CH2:24][C:25]3[CH:26]=[C:27]([CH:38]=[CH:39][CH:40]=3)[O:28][C:29]3([C:33]([O:35][CH2:36][CH3:37])=[O:34])[CH2:32][CH2:31][CH2:30]3)[C:20](=[O:23])[CH2:21]Cl)[C:11]=2[C:10]2[CH:9]=[CH:8][CH:7]=[CH:6][C:5]=2[N:4]=1.[CH2:45]([NH:47][CH2:48][CH3:49])[CH3:46]. The yield is 0.770. The product is [NH2:2][C:3]1[C:12]2[N:13]=[C:14]([CH2:41][CH2:42][O:43][CH3:44])[N:15]([CH2:16][CH2:17][CH2:18][N:19]([CH2:24][C:25]3[CH:26]=[C:27]([CH:38]=[CH:39][CH:40]=3)[O:28][C:29]3([C:33]([O:35][CH2:36][CH3:37])=[O:34])[CH2:32][CH2:31][CH2:30]3)[C:20](=[O:23])[CH2:21][N:47]([CH2:48][CH3:49])[CH2:45][CH3:46])[C:11]=2[C:10]2[CH:9]=[CH:8][CH:7]=[CH:6][C:5]=2[N:4]=1. No catalyst specified. (6) The reactants are [CH2:1](C([Sn])=C(CCCC)CCCC)[CH2:2]CC.Br[C:17]1[CH:22]=[C:21]([O:23][CH:24]([F:26])[F:25])[CH:20]=[C:19]([Br:27])[CH:18]=1.C(C1C=C(C)C=C(C(C)(C)C)C=1O)(C)(C)C.[OH-].[Na+]. The catalyst is C1(C)C=CC=CC=1.C1C=CC([P]([Pd]([P](C2C=CC=CC=2)(C2C=CC=CC=2)C2C=CC=CC=2)([P](C2C=CC=CC=2)(C2C=CC=CC=2)C2C=CC=CC=2)[P](C2C=CC=CC=2)(C2C=CC=CC=2)C2C=CC=CC=2)(C2C=CC=CC=2)C2C=CC=CC=2)=CC=1. The product is [Br:27][C:19]1[CH:18]=[C:17]([CH:1]=[CH2:2])[CH:22]=[C:21]([O:23][CH:24]([F:26])[F:25])[CH:20]=1. The yield is 0.680. (7) The reactants are [NH2:1][C:2]1[CH:3]=[C:4]([C:8]2[C:16]3[C:11](=[CH:12][CH:13]=[C:14]([C:17]([NH2:19])=[O:18])[CH:15]=3)[N:10](C3CCCCO3)[N:9]=2)[CH:5]=[CH:6][CH:7]=1.[C:26]1([CH:32]([CH3:36])[C:33](O)=[O:34])[CH:31]=[CH:30][CH:29]=[CH:28][CH:27]=1.CCN=C=NCCCN(C)C. No catalyst specified. The product is [C:26]1([CH:32]([CH3:36])[C:33]([NH:1][C:2]2[CH:3]=[C:4]([C:8]3[C:16]4[C:11](=[CH:12][CH:13]=[C:14]([C:17]([NH2:19])=[O:18])[CH:15]=4)[NH:10][N:9]=3)[CH:5]=[CH:6][CH:7]=2)=[O:34])[CH:31]=[CH:30][CH:29]=[CH:28][CH:27]=1. The yield is 0.170. (8) The reactants are C(OC(=O)[N:7]([CH2:29][CH2:30][CH2:31][NH:32]C(OC(C)(C)C)=O)[CH2:8][C:9]1[CH:14]=[CH:13][C:12]([C:15]2[C:16](=[O:28])[N:17]=[C:18]3[NH:23][C:22]4[CH:24]=[CH:25][CH:26]=[CH:27][C:21]=4[N:19]3[CH:20]=2)=[CH:11][CH:10]=1)(C)(C)C.C(O)(C(F)(F)F)=O.C(Cl)[Cl:49]. No catalyst specified. The product is [ClH:49].[NH2:32][CH2:31][CH2:30][CH2:29][NH:7][CH2:8][C:9]1[CH:10]=[CH:11][C:12]([C:15]2[C:16](=[O:28])[N:17]=[C:18]3[NH:23][C:22]4[CH:24]=[CH:25][CH:26]=[CH:27][C:21]=4[N:19]3[CH:20]=2)=[CH:13][CH:14]=1. The yield is 1.00.